Dataset: Reaction yield outcomes from USPTO patents with 853,638 reactions. Task: Predict the reaction yield, written as a fraction of the theoretical maximum amount of product (1.0 means a 100% yield; for example, 0.34 means a 34% yield). (1) The reactants are [CH3:1][O:2][C:3]1[CH:4]=[C:5]2[C:10](=[CH:11][C:12]=1[O:13][CH3:14])[N:9]=[CH:8][CH:7]=[C:6]2[O:15][C:16]1[CH:21]=[CH:20][C:19]([N+:22]([O-])=O)=[CH:18][N:17]=1.[Cl-].[NH4+].O. The catalyst is C(O)C.C(OCC)(=O)C.CCCCCC.[Fe]. The product is [CH3:1][O:2][C:3]1[CH:4]=[C:5]2[C:10](=[CH:11][C:12]=1[O:13][CH3:14])[N:9]=[CH:8][CH:7]=[C:6]2[O:15][C:16]1[N:17]=[CH:18][C:19]([NH2:22])=[CH:20][CH:21]=1. The yield is 0.640. (2) The reactants are [C:1]1([C:7]2[S:8][C:9]3[CH:14]=[CH:13][NH:12][C:11](=[O:15])[C:10]=3[N:16]=2)[CH:6]=[CH:5][CH:4]=[CH:3][CH:2]=1.[Br:17]Br.O. The catalyst is C(O)(=O)C. The product is [Br:17][C:14]1[C:9]2[S:8][C:7]([C:1]3[CH:2]=[CH:3][CH:4]=[CH:5][CH:6]=3)=[N:16][C:10]=2[C:11](=[O:15])[NH:12][CH:13]=1. The yield is 0.900. (3) The reactants are [C:1]([NH:5][C:6](=[O:51])[NH:7][C@@H:8]([C:47]([CH3:50])([CH3:49])[CH3:48])[C:9]([N:11]1[CH2:15][C@H:14]([O:16][C:17]2[CH:22]=[C:21]([C:23]3[CH:28]=[CH:27][CH:26]=[CH:25][N:24]=3)[N:20]=[C:19]3[CH:29]=[CH:30][S:31][C:18]=23)[CH2:13][C@H:12]1[C:32]([NH:34][C@@H:35]([CH2:44][CH2:45][CH3:46])[CH:36]([OH:43])[C:37]([NH:39][CH:40]1[CH2:42][CH2:41]1)=[O:38])=[O:33])=[O:10])([CH3:4])([CH3:3])[CH3:2].CC(OI1(OC(C)=O)(OC(C)=O)OC(=O)C2C=CC=CC1=2)=O.[O-]S([O-])(=S)=O.[Na+].[Na+].C([O-])(O)=O.[Na+]. The product is [C:1]([NH:5][C:6](=[O:51])[NH:7][C@@H:8]([C:47]([CH3:50])([CH3:49])[CH3:48])[C:9]([N:11]1[CH2:15][C@H:14]([O:16][C:17]2[CH:22]=[C:21]([C:23]3[CH:28]=[CH:27][CH:26]=[CH:25][N:24]=3)[N:20]=[C:19]3[CH:29]=[CH:30][S:31][C:18]=23)[CH2:13][C@H:12]1[C:32]([NH:34][C@@H:35]([CH2:44][CH2:45][CH3:46])[C:36](=[O:43])[C:37]([NH:39][CH:40]1[CH2:42][CH2:41]1)=[O:38])=[O:33])=[O:10])([CH3:3])([CH3:4])[CH3:2]. The catalyst is C(Cl)Cl. The yield is 0.820. (4) The reactants are Cl.O1CCOCC1.C(O[C:13](=O)[N:14]([CH2:16][CH2:17][O:18][C:19]1[CH:24]=[C:23]([F:25])[CH:22]=[CH:21][C:20]=1[C:26]([N:28]1[CH2:42][C:31]2=[C:32]3[N:37]([N:38]=[C:30]2[CH2:29]1)[C:36]([CH3:39])=[C:35]([Cl:40])[C:34]([CH3:41])=[N:33]3)=[O:27])C)(C)(C)C. The catalyst is C(Cl)Cl.CC(OC)(C)C. The product is [ClH:40].[Cl:40][C:35]1[C:34]([CH3:41])=[N:33][C:32]2[N:37]([N:38]=[C:30]3[CH2:29][N:28]([C:26]([C:20]4[CH:21]=[CH:22][C:23]([F:25])=[CH:24][C:19]=4[O:18][CH2:17][CH2:16][NH:14][CH3:13])=[O:27])[CH2:42][C:31]3=2)[C:36]=1[CH3:39]. The yield is 0.680. (5) The reactants are Br[C:2]1[C:3]([F:21])=[C:4]([F:20])[C:5]([NH:12][C:13]2[CH:18]=[CH:17][CH:16]=[CH:15][C:14]=2[F:19])=[C:6]([CH:11]=1)[C:7]([O:9][CH3:10])=[O:8].C(N(CC)C(C)C)(C)C.CC1(C)C2C(=C(P(C3C=CC=CC=3)C3C=CC=CC=3)C=CC=2)OC2C(P(C3C=CC=CC=3)C3C=CC=CC=3)=CC=CC1=2.[CH2:73]([SH:80])[C:74]1[CH:79]=[CH:78][CH:77]=[CH:76][CH:75]=1. The catalyst is O1CCOCC1.C1C=CC(/C=C/C(/C=C/C2C=CC=CC=2)=O)=CC=1.C1C=CC(/C=C/C(/C=C/C2C=CC=CC=2)=O)=CC=1.C1C=CC(/C=C/C(/C=C/C2C=CC=CC=2)=O)=CC=1.[Pd].[Pd]. The product is [CH2:73]([S:80][C:2]1[C:3]([F:21])=[C:4]([F:20])[C:5]([NH:12][C:13]2[CH:18]=[CH:17][CH:16]=[CH:15][C:14]=2[F:19])=[C:6]([CH:11]=1)[C:7]([O:9][CH3:10])=[O:8])[C:74]1[CH:79]=[CH:78][CH:77]=[CH:76][CH:75]=1. The yield is 0.880. (6) The reactants are F[C:2]1[CH:3]=[C:4]([CH:7]=[C:8]([N:10]2[CH2:16][CH2:15][CH2:14][C:13]3[N:17]=[C:18]([C:20]4C=[CH:24][CH:23]=[CH:22][N:21]=4)[O:19][C:12]=3[CH2:11]2)[CH:9]=1)[C:5]#[N:6].[N:26]1C=CC=NC=1C(O)=O.BrC1C=C(C=CC=1)C#N. No catalyst specified. The product is [N:26]1[CH:24]=[CH:23][CH:22]=[N:21][C:20]=1[C:18]1[O:19][C:12]2[CH2:11][N:10]([C:8]3[CH:7]=[C:4]([CH:3]=[CH:2][CH:9]=3)[C:5]#[N:6])[CH2:16][CH2:15][CH2:14][C:13]=2[N:17]=1. The yield is 0.0700.